Task: Predict the product of the given reaction.. Dataset: Forward reaction prediction with 1.9M reactions from USPTO patents (1976-2016) (1) Given the reactants CNCCNC.Br[C:8]1[CH:19]=[CH:18][C:11]([O:12][CH2:13][C:14]([CH3:17])([OH:16])[CH3:15])=[C:10]([O:20][CH3:21])[CH:9]=1.[Cl:22][C:23]1[CH:37]=[CH:36][C:26]([CH2:27][S:28][C:29]2[CH:34]=[CH:33][NH:32][C:31](=[O:35])[N:30]=2)=[CH:25][CH:24]=1.P([O-])([O-])([O-])=O.[K+].[K+].[K+], predict the reaction product. The product is: [Cl:22][C:23]1[CH:37]=[CH:36][C:26]([CH2:27][S:28][C:29]2[CH:34]=[CH:33][N:32]([C:8]3[CH:19]=[CH:18][C:11]([O:12][CH2:13][C:14]([OH:16])([CH3:17])[CH3:15])=[C:10]([O:20][CH3:21])[CH:9]=3)[C:31](=[O:35])[N:30]=2)=[CH:25][CH:24]=1. (2) Given the reactants [CH2:1]([C:5]1[S:6][C:7]([C:10]([OH:12])=O)=[CH:8][N:9]=1)[CH:2]([CH3:4])[CH3:3].Cl.[CH3:14][NH:15][O:16][CH3:17].C1C=CC2N(O)N=NC=2C=1.C(N(C(C)C)CC)(C)C.CCN=C=NCCCN(C)C.Cl, predict the reaction product. The product is: [CH3:17][O:16][N:15]([CH3:14])[C:10]([C:7]1[S:6][C:5]([CH2:1][CH:2]([CH3:4])[CH3:3])=[N:9][CH:8]=1)=[O:12]. (3) Given the reactants [CH2:1]([O:8]C1C=CC=CC=1Br)[C:2]1[CH:7]=[CH:6][CH:5]=[CH:4][CH:3]=1.[Mg].II.C([C:23]1[CH:30]=[CH:29][C:26](C=O)=[CH:25][CH:24]=1)C(C)C, predict the reaction product. The product is: [C:23]1([CH:1]([C:2]2[CH:3]=[CH:4][CH:5]=[CH:6][CH:7]=2)[OH:8])[CH:30]=[CH:29][CH:26]=[CH:25][CH:24]=1. (4) Given the reactants [CH3:1][C:2]1[NH:3][C:4](=[O:26])[C:5]([CH2:11][C:12]2[CH:17]=[CH:16][C:15]([C:18]3[C:19]([C:24]#[N:25])=[CH:20][CH:21]=[CH:22][CH:23]=3)=[CH:14][CH:13]=2)=[C:6]([CH2:8][CH2:9][CH3:10])[N:7]=1.[CH:27]([O:30][C:31]1[CH:36]=[CH:35][C:34](B(O)O)=[CH:33][CH:32]=1)([CH3:29])[CH3:28].C(N(CC)CC)C.N1C=CC=CC=1, predict the reaction product. The product is: [CH:27]([O:30][C:31]1[CH:36]=[CH:35][C:34]([N:3]2[C:4](=[O:26])[C:5]([CH2:11][C:12]3[CH:17]=[CH:16][C:15]([C:18]4[C:19]([C:24]#[N:25])=[CH:20][CH:21]=[CH:22][CH:23]=4)=[CH:14][CH:13]=3)=[C:6]([CH2:8][CH2:9][CH3:10])[N:7]=[C:2]2[CH3:1])=[CH:33][CH:32]=1)([CH3:29])[CH3:28]. (5) Given the reactants [CH2:1]([O:8][C:9]1[CH:14]=[CH:13][C:12]([CH2:15][C:16]([OH:18])=O)=[C:11]([O:19][CH3:20])[CH:10]=1)[C:2]1[CH:7]=[CH:6][CH:5]=[CH:4][CH:3]=1.[NH2:21][C:22]1[C:23]([CH3:29])=[N:24][N:25]([CH2:27][CH3:28])[CH:26]=1, predict the reaction product. The product is: [CH2:27]([N:25]1[CH:26]=[C:22]([NH:21][C:16](=[O:18])[CH2:15][C:12]2[CH:13]=[CH:14][C:9]([O:8][CH2:1][C:2]3[CH:3]=[CH:4][CH:5]=[CH:6][CH:7]=3)=[CH:10][C:11]=2[O:19][CH3:20])[C:23]([CH3:29])=[N:24]1)[CH3:28]. (6) The product is: [CH:1]1([N:6]2[CH2:12][C:11]([F:13])([F:14])[C:10](=[O:15])[N:9]([CH3:16])[C:8]3[CH:17]=[N:18][C:19]([NH:21][C:22]4[CH:30]=[CH:29][C:25]([C:26]([NH2:43])=[O:27])=[CH:24][C:23]=4[O:31][CH3:32])=[N:20][C:7]2=3)[CH2:2][CH2:3][CH2:4][CH2:5]1. Given the reactants [CH:1]1([N:6]2[CH2:12][C:11]([F:14])([F:13])[C:10](=[O:15])[N:9]([CH3:16])[C:8]3[CH:17]=[N:18][C:19]([NH:21][C:22]4[CH:30]=[CH:29][C:25]([C:26](O)=[O:27])=[CH:24][C:23]=4[O:31][CH3:32])=[N:20][C:7]2=3)[CH2:5][CH2:4][CH2:3][CH2:2]1.[Cl-].[NH4+].F[P-](F)(F)(F)(F)F.C[N:43](C(N(C)C)=[N+]1C2C(=NC=CC=2)[N+]([O-])=N1)C.C(N(C(C)C)CC)(C)C, predict the reaction product. (7) Given the reactants [C:1]1([CH2:7][CH2:8][C:9]([OH:11])=O)[CH:6]=[CH:5][CH:4]=[CH:3][CH:2]=1.C(Cl)(=O)C(Cl)=O.Cl.[CH3:19][NH:20][O:21][CH3:22].N1C=CC=CC=1, predict the reaction product. The product is: [CH3:22][O:21][N:20]([CH3:19])[C:9](=[O:11])[CH2:8][CH2:7][C:1]1[CH:6]=[CH:5][CH:4]=[CH:3][CH:2]=1.